From a dataset of Reaction yield outcomes from USPTO patents with 853,638 reactions. Predict the reaction yield, written as a fraction of the theoretical maximum amount of product (1.0 means a 100% yield; for example, 0.34 means a 34% yield). (1) The reactants are [F:1][C:2]([F:15])([F:14])[CH:3]([C:5]1[CH:10]=[CH:9][C:8]([N+:11]([O-])=O)=[CH:7][CH:6]=1)[OH:4]. The catalyst is CO.[Pd]. The product is [NH2:11][C:8]1[CH:9]=[CH:10][C:5]([CH:3]([OH:4])[C:2]([F:1])([F:14])[F:15])=[CH:6][CH:7]=1. The yield is 0.860. (2) The reactants are I[C:2]1[CH:7]=[CH:6][CH:5]=[CH:4][N:3]=1.[CH2:8]([N:15]1[C:19]2[CH:20]=[CH:21][CH:22]=[CH:23][C:18]=2[N:17]=[C:16]1[CH2:24][CH2:25][C:26]#[CH:27])[C:9]1[CH:14]=[CH:13][CH:12]=[CH:11][CH:10]=1. No catalyst specified. The product is [CH2:8]([N:15]1[C:19]2[CH:20]=[CH:21][CH:22]=[CH:23][C:18]=2[N:17]=[C:16]1[CH2:24][CH2:25][C:26]#[C:27][C:2]1[CH:7]=[CH:6][CH:5]=[CH:4][N:3]=1)[C:9]1[CH:10]=[CH:11][CH:12]=[CH:13][CH:14]=1. The yield is 0.230. (3) The reactants are C([O:3][CH2:4][CH2:5][O:6][NH:7][C:8]([C:10]1[CH:11]=[C:12]([F:28])[C:13]2[N:14]([CH:25]=[N:26][CH:27]=2)[C:15]=1[NH:16][C:17]1[CH:22]=[CH:21][C:20]([I:23])=[CH:19][C:18]=1[F:24])=[O:9])=C. The catalyst is CO. The product is [OH:3][CH2:4][CH2:5][O:6][NH:7][C:8]([C:10]1[CH:11]=[C:12]([F:28])[C:13]2[N:14]([CH:25]=[N:26][CH:27]=2)[C:15]=1[NH:16][C:17]1[CH:22]=[CH:21][C:20]([I:23])=[CH:19][C:18]=1[F:24])=[O:9]. The yield is 0.390. (4) The catalyst is CO.C(O)C.O. The product is [CH3:1][O:2][C:3]([C:5]1[O:6][C:7]2[CH:13]=[CH:12][C:11]([SH:14])=[CH:10][C:8]=2[CH:9]=1)=[O:4]. The yield is 0.950. The reactants are [CH3:1][O:2][C:3]([C:5]1[O:6][C:7]2[CH:13]=[CH:12][C:11]([S:14]C(=O)N(C)C)=[CH:10][C:8]=2[CH:9]=1)=[O:4].[OH-].[K+].Cl.OS(O)(=O)=O. (5) The reactants are [CH:1]1([O:4][C:5]2[CH:6]=[C:7]([C:15]3[NH:32][C:18]4[CH:19]=[N:20][N:21](COCC[Si](C)(C)C)[C:22](=[O:23])[C:17]=4[C:16]=3[CH:33]3[CH2:35][CH2:34]3)[CH:8]=[CH:9][C:10]=2[O:11][CH:12]([F:14])[F:13])[CH2:3][CH2:2]1.C1(OC2C=C(C3NC4C=NN(COCC[Si](C)(C)C)C(=O)C=4C=3C)C=CC=2OC(F)F)CC1. No catalyst specified. The product is [CH:1]1([O:4][C:5]2[CH:6]=[C:7]([C:15]3[NH:32][C:18]4[CH:19]=[N:20][NH:21][C:22](=[O:23])[C:17]=4[C:16]=3[CH:33]3[CH2:34][CH2:35]3)[CH:8]=[CH:9][C:10]=2[O:11][CH:12]([F:13])[F:14])[CH2:3][CH2:2]1. The yield is 0.910. (6) The reactants are C(Cl)(=O)C(Cl)=O.CS(C)=O.[CH:11]1([CH:16]([N:20]2[CH:24]=[C:23]([C:25]3[C:26]4[CH:33]=[CH:32][N:31]([CH2:34][O:35][CH2:36][CH2:37][Si:38]([CH3:41])([CH3:40])[CH3:39])[C:27]=4[N:28]=[CH:29][N:30]=3)[CH:22]=[N:21]2)[CH2:17][CH2:18][OH:19])[CH2:15][CH2:14][CH2:13][CH2:12]1.O. The catalyst is C(Cl)Cl. The product is [CH:11]1([CH:16]([N:20]2[CH:24]=[C:23]([C:25]3[C:26]4[CH:33]=[CH:32][N:31]([CH2:34][O:35][CH2:36][CH2:37][Si:38]([CH3:39])([CH3:41])[CH3:40])[C:27]=4[N:28]=[CH:29][N:30]=3)[CH:22]=[N:21]2)[CH2:17][CH:18]=[O:19])[CH2:15][CH2:14][CH2:13][CH2:12]1. The yield is 0.820.